From a dataset of Experimentally validated miRNA-target interactions with 360,000+ pairs, plus equal number of negative samples. Binary Classification. Given a miRNA mature sequence and a target amino acid sequence, predict their likelihood of interaction. The miRNA is mmu-miR-764-3p with sequence AGGAGGCCAUAGUGGCAACUGU. The protein sequence of the target gene is MPGISSQILTNAQGQVIGTLPWVVNSASVAAPAPAQSLQVQAVTPQLLLNAQGQVIATLASSPLPPPVAVRKPSTPESPAKSEVQPIQPTPTVPQPAVVIASPAPAAKPSASAPIPITCSETPTVSQLVSKPHTPSLDEDGINLEEIREFAKNFKIRRLSLGLTQTQVGQALTATEGPAYSQSAICRFEKLDITPKSAQKLKPVLEKWLNEAELRNQEGQQNLMEFVGGEPSKKRKRRTSFTPQAIEALNAYFEKNPLPTGQEITEIAKELNYDREVVRVWFCNRRQTLKNTSKLNVFQI.... Result: 0 (no interaction).